Dataset: CYP1A2 inhibition data for predicting drug metabolism from PubChem BioAssay. Task: Regression/Classification. Given a drug SMILES string, predict its absorption, distribution, metabolism, or excretion properties. Task type varies by dataset: regression for continuous measurements (e.g., permeability, clearance, half-life) or binary classification for categorical outcomes (e.g., BBB penetration, CYP inhibition). Dataset: cyp1a2_veith. The molecule is C[C@@H]1/C=C\CC(=O)OC[C@H]2O[C@@H](C=C[C@@H]2O)[C@H](C)/C=C\CC(=O)OC[C@H]2O[C@H]1C=C[C@@H]2O. The result is 0 (non-inhibitor).